From a dataset of Experimentally validated miRNA-target interactions with 360,000+ pairs, plus equal number of negative samples. Binary Classification. Given a miRNA mature sequence and a target amino acid sequence, predict their likelihood of interaction. (1) The miRNA is hsa-miR-505-5p with sequence GGGAGCCAGGAAGUAUUGAUGU. The protein sequence of the target gene is MEASVILPILKKKLAFLSGGKDRRSGLILTIPLCLEQTSMDELSVTLDYLLSIPSEKCKARGFTVIVDGRKSQWNVVKTVVLMLQNVVPAEVSLVCVVKPDEFWDKKVTHFCFWKEKDRLGFEVILVSANKLTRYIEPCQLTEDFGGSLTYDHMDWLNKRLVFEKFTKESTSLLDELALINNGSDKGNEQEKERSVDLNFLPSVDPETVLQTGHELLSELQQRRFNGSDGGVSWSPMDDELLAQPQVMKLLDSLREQYTRYQEVCRQRSKRTQLEEIQQKVMQVVNWLEGPGSEQLRAQW.... Result: 0 (no interaction). (2) The miRNA is hsa-miR-16-5p with sequence UAGCAGCACGUAAAUAUUGGCG. The protein sequence of the target gene is MDAVNAFNQELFSLMDMKPPISRAKMILITKAAIKAIKLYKHVVQIVEKFIKKCKPEYKVPGLYVIDSIVRQSRHQFGTDKDVFGPRFSKNITATFQYLYLCPSEDKSKIVRVLNLWQKNGVFKIEIIQPLLDMAAGTSNAAPVAENVTNNEGSPPPPVKVSSEPPTQATPNSVPAVPQLPSSDAFAAVAQLFQTTQGQQLQQILQTFQQPPKPQSPALDNAVMAQVQAITAQLKTTPTQPSEQKAAFPPPEQKTAFDKKLLDRFDYDDEPEAVEESKKEDTTAVTTTAPAAAVPPAPTA.... Result: 1 (interaction). (3) The miRNA is hsa-miR-3148 with sequence UGGAAAAAACUGGUGUGUGCUU. The protein sequence of the target gene is MATVQEKAAALNLSALHSPAHRPPGFSVAQKPFGATYVWSSIINTLQTQVEVKKRRHRLKRHNDCFVGSEAVDVIFSHLIQNKYFGDVDIPRAKVVRVCQALMDYKVFEAVPTKVFGKDKKPTFEDSSCSLYRFTTIPNQDSQLGKENKLYSPARYADALFKSSDIRSASLEDLWENLSLKPANSPHVNISATLSPQVINEVWQEETIGRLLQLVDLPLLDSLLKQQEAVPKIPQPKRQSTMVNSSNYLDRGILKAYSDSQEDEWLSAAIDCLEYLPDQMVVEISRSFPEQPDRTDLVKE.... Result: 0 (no interaction). (4) The miRNA is hsa-miR-924 with sequence AGAGUCUUGUGAUGUCUUGC. The protein sequence of the target gene is MYAKGGKGSAVPSDSQAREKLALYVYEYLLHIGAQKSAQTFLSEIRWEKNITLGEPPGFLHSWWCVFWDLYCAAPDRREACEHSGEAKAFQDYSAAAAPSPVMGSMAPGDTMAAGSMAAGFFQGPPGSQPSPHNPNAPMMGPHGQPFMSPRFPGGPRPTLRMPSQPPAGLPGSQPLLPGAMEPSPRAQGHPSMGGPMQRVTPPRGMASVGPQSYGGGMRPPPNSLAGPGLPAMNMGPGVRGPWASPSGNSIPYSSSSPGSYTGPPGGGGPPGTPIMPSPGDSTNSSENMYTIMNPIGQGA.... Result: 1 (interaction).